This data is from Reaction yield outcomes from USPTO patents with 853,638 reactions. The task is: Predict the reaction yield, written as a fraction of the theoretical maximum amount of product (1.0 means a 100% yield; for example, 0.34 means a 34% yield). (1) The reactants are [OH-].[Na+].[NH2:3][C@@H:4]([C:10]([OH:12])=O)[CH2:5][CH2:6][C:7]([OH:9])=[O:8].[O:13]([C:15]#[N:16])[Na].Cl. The catalyst is O. The product is [O:13]=[C:15]1[NH:3][C@H:4]([CH2:5][CH2:6][C:7]([OH:9])=[O:8])[C:10](=[O:12])[NH:16]1. The yield is 0.710. (2) The reactants are [F:1][C:2]([F:14])([F:13])[C:3]1[NH:4][C:5]2[CH:11]=[C:10]([NH2:12])[CH:9]=[CH:8][C:6]=2[N:7]=1.[Br:15]Br. The catalyst is CC(O)=O. The product is [F:14][C:2]([F:1])([F:13])[C:3]1[NH:4][C:5]2[C:11]([Br:15])=[C:10]([NH2:12])[CH:9]=[CH:8][C:6]=2[N:7]=1. The yield is 0.940.